The task is: Regression. Given two drug SMILES strings and cell line genomic features, predict the synergy score measuring deviation from expected non-interaction effect.. This data is from NCI-60 drug combinations with 297,098 pairs across 59 cell lines. (1) Drug 1: CNC(=O)C1=CC=CC=C1SC2=CC3=C(C=C2)C(=NN3)C=CC4=CC=CC=N4. Drug 2: C1=NC2=C(N1)C(=S)N=CN2. Cell line: MALME-3M. Synergy scores: CSS=-2.07, Synergy_ZIP=-5.70, Synergy_Bliss=-12.3, Synergy_Loewe=-16.0, Synergy_HSA=-13.0. (2) Drug 1: C1=NC2=C(N=C(N=C2N1C3C(C(C(O3)CO)O)F)Cl)N. Drug 2: CC12CCC3C(C1CCC2OP(=O)(O)O)CCC4=C3C=CC(=C4)OC(=O)N(CCCl)CCCl.[Na+]. Cell line: A498. Synergy scores: CSS=0.881, Synergy_ZIP=-1.93, Synergy_Bliss=-3.02, Synergy_Loewe=-3.16, Synergy_HSA=-2.94. (3) Drug 1: CC=C1C(=O)NC(C(=O)OC2CC(=O)NC(C(=O)NC(CSSCCC=C2)C(=O)N1)C(C)C)C(C)C. Drug 2: CS(=O)(=O)CCNCC1=CC=C(O1)C2=CC3=C(C=C2)N=CN=C3NC4=CC(=C(C=C4)OCC5=CC(=CC=C5)F)Cl. Cell line: SK-MEL-28. Synergy scores: CSS=36.2, Synergy_ZIP=-1.35, Synergy_Bliss=-3.27, Synergy_Loewe=-29.7, Synergy_HSA=-2.92.